This data is from TCR-epitope binding with 47,182 pairs between 192 epitopes and 23,139 TCRs. The task is: Binary Classification. Given a T-cell receptor sequence (or CDR3 region) and an epitope sequence, predict whether binding occurs between them. (1) The epitope is SLYNTVATL. The TCR CDR3 sequence is CAISEPGQQLYGYTF. Result: 1 (the TCR binds to the epitope). (2) The epitope is RISNCVADY. The TCR CDR3 sequence is CASSSEQRNTEAFF. Result: 0 (the TCR does not bind to the epitope). (3) The epitope is EIYKRWII. The TCR CDR3 sequence is CASSSTGWDTQYF. Result: 0 (the TCR does not bind to the epitope). (4) The epitope is LLFNKVTLA. The TCR CDR3 sequence is CASKARGSPLHF. Result: 0 (the TCR does not bind to the epitope). (5) The epitope is FVDGVPFVV. The TCR CDR3 sequence is CASSYGRQNTEAFF. Result: 1 (the TCR binds to the epitope). (6) The epitope is GTSGSPIINR. The TCR CDR3 sequence is CASSRRGESSYNEQFF. Result: 0 (the TCR does not bind to the epitope). (7) The epitope is QYDPVAALF. The TCR CDR3 sequence is CASSLNSVGTEAFF. Result: 1 (the TCR binds to the epitope). (8) The epitope is NLVPMVATV. The TCR CDR3 sequence is CASNQVTGTGAYSYTF. Result: 1 (the TCR binds to the epitope). (9) The TCR CDR3 sequence is CASSIGTANNSPLHF. The epitope is RLYYDSMSY. Result: 0 (the TCR does not bind to the epitope).